The task is: Regression/Classification. Given a drug SMILES string, predict its toxicity properties. Task type varies by dataset: regression for continuous values (e.g., LD50, hERG inhibition percentage) or binary classification for toxic/non-toxic outcomes (e.g., AMES mutagenicity, cardiotoxicity, hepatotoxicity). Dataset: ames.. This data is from Ames mutagenicity test results for genotoxicity prediction. (1) The molecule is C1CS1. The result is 1 (mutagenic). (2) The drug is OCCN(CCO)c1ccc2ccccc2c1. The result is 1 (mutagenic). (3) The molecule is O=C1CCC(=O)N1c1ccc(Cl)cc1. The result is 0 (non-mutagenic).